From a dataset of Forward reaction prediction with 1.9M reactions from USPTO patents (1976-2016). Predict the product of the given reaction. (1) Given the reactants [C:1]1([CH3:13])[CH:6]=[C:5]([CH3:7])[CH:4]=[C:3]([CH3:8])[C:2]=1[S:9](Cl)(=[O:11])=[O:10].[NH:14]1[CH2:19][CH2:18][CH:17]([CH2:20][CH2:21][OH:22])[CH2:16][CH2:15]1, predict the reaction product. The product is: [CH3:13][C:1]1[CH:6]=[C:5]([CH3:7])[CH:4]=[C:3]([CH3:8])[C:2]=1[S:9]([N:14]1[CH2:19][CH2:18][CH:17]([CH2:20][CH2:21][O:22][S:9]([C:2]2[C:3]([CH3:8])=[CH:4][C:5]([CH3:7])=[CH:6][C:1]=2[CH3:13])(=[O:11])=[O:10])[CH2:16][CH2:15]1)(=[O:11])=[O:10]. (2) Given the reactants [Br:1][C:2]1[CH:15]=[CH:14][C:5]([CH2:6][C:7]2([OH:13])[CH2:12][CH2:11][CH2:10][CH2:9][CH2:8]2)=[CH:4][CH:3]=1.[H-].[Na+].[CH3:18]I.O, predict the reaction product. The product is: [CH3:18][O:13][C:7]1([CH2:6][C:5]2[CH:4]=[CH:3][C:2]([Br:1])=[CH:15][CH:14]=2)[CH2:12][CH2:11][CH2:10][CH2:9][CH2:8]1. (3) Given the reactants [Cl:1][C:2]1[S:6][C:5]([C:7]([NH:9][CH2:10][C@@H:11]2[O:15][C:14](=[O:16])[N:13]([C:17]3[CH:22]=[CH:21][C:20]([N:23]4[CH2:28][CH2:27][O:26][CH2:25][C:24]4=[O:29])=[CH:19][C:18]=3[F:30])[CH2:12]2)=[O:8])=[CH:4][CH:3]=1.[H-].[Na+].Cl[CH2:34][CH2:35][CH2:36][CH2:37][C:38](Cl)=[O:39].[Cl-:41].[NH4+].Cl, predict the reaction product. The product is: [Cl:1][C:2]1[S:6][C:5]([C:7]([N:9]([C:38](=[O:39])[CH2:37][CH2:36][CH:35]([Cl:41])[CH3:34])[CH2:10][C@@H:11]2[O:15][C:14](=[O:16])[N:13]([C:17]3[CH:22]=[CH:21][C:20]([N:23]4[CH2:28][CH2:27][O:26][CH2:25][C:24]4=[O:29])=[CH:19][C:18]=3[F:30])[CH2:12]2)=[O:8])=[CH:4][CH:3]=1. (4) Given the reactants Br[C:2]1[CH:11]=[C:10]2[C:5]([CH2:6][CH:7]([CH3:26])[N:8]([C:12]3[CH:17]=[C:16]([N:18]4[CH2:23][CH2:22][N:21]([CH3:24])[CH2:20][CH2:19]4)[N:15]=[C:14]([NH2:25])[N:13]=3)[CH2:9]2)=[CH:4][CH:3]=1.[CH:27]1([CH2:31][N:32]2[CH:36]=[C:35](B3OC(C)(C)C(C)(C)O3)[CH:34]=[N:33]2)[CH2:30][CH2:29][CH2:28]1.C(=O)(O)[O-].[Na+].O1CCOCC1, predict the reaction product. The product is: [CH:27]1([CH2:31][N:32]2[CH:36]=[C:35]([C:2]3[CH:11]=[C:10]4[C:5]([CH2:6][CH:7]([CH3:26])[N:8]([C:12]5[CH:17]=[C:16]([N:18]6[CH2:23][CH2:22][N:21]([CH3:24])[CH2:20][CH2:19]6)[N:15]=[C:14]([NH2:25])[N:13]=5)[CH2:9]4)=[CH:4][CH:3]=3)[CH:34]=[N:33]2)[CH2:30][CH2:29][CH2:28]1. (5) Given the reactants BrC1C=C(C=C(C(C2C=CC=C(OC(F)F)C=2)(C)C)C=1)N.[Cl:22][C:23]1[CH:24]=[C:25]([C:32]([N:35]2[C:40](=[O:41])[CH:39]=[CH:38][CH:37]=[N:36]2)([CH3:34])[CH3:33])[CH:26]=[C:27]([N+:29]([O-])=O)[CH:28]=1, predict the reaction product. The product is: [NH2:29][C:27]1[CH:26]=[C:25]([C:32]([N:35]2[C:40](=[O:41])[CH:39]=[CH:38][CH:37]=[N:36]2)([CH3:33])[CH3:34])[CH:24]=[C:23]([Cl:22])[CH:28]=1. (6) Given the reactants [NH2:1][C:2]1[N:6]([CH:7]2[CH2:12]C[CH2:10][N:9]([C:13]#[N:14])[CH2:8]2)[NH:5][C:4]([C:18]2[CH:23]=[CH:22][C:21]([O:24][C:25]3[CH:30]=[CH:29][CH:28]=[CH:27][CH:26]=3)=[CH:20][CH:19]=2)(C(N)=O)[CH:3]=1.NC1N(C2CCNC2)N=C(C2C=CC(OC3C=CC=CC=3)=CC=2)C=1[C:55]([NH2:57])=[O:56], predict the reaction product. The product is: [NH2:1][C:2]1[N:6]([CH:7]2[CH2:12][CH2:10][N:9]([C:13]#[N:14])[CH2:8]2)[N:5]=[C:4]([C:18]2[CH:19]=[CH:20][C:21]([O:24][C:25]3[CH:30]=[CH:29][CH:28]=[CH:27][CH:26]=3)=[CH:22][CH:23]=2)[C:3]=1[C:55]([NH2:57])=[O:56]. (7) Given the reactants C([N-]C(C)C)(C)C.[Li+].[CH3:9][O:10][C:11]1[CH:27]=[CH:26][C:14]([CH2:15][NH:16][C:17]2([C:21]3[S:22][CH:23]=[CH:24][N:25]=3)[CH2:20][CH2:19][CH2:18]2)=[CH:13][CH:12]=1.[CH2:28]([Sn:32](Cl)([CH2:37][CH2:38][CH2:39][CH3:40])[CH2:33][CH2:34][CH2:35][CH3:36])[CH2:29][CH2:30][CH3:31], predict the reaction product. The product is: [CH3:9][O:10][C:11]1[CH:12]=[CH:13][C:14]([CH2:15][NH:16][C:17]2([C:21]3[S:22][C:23]([Sn:32]([CH2:33][CH2:34][CH2:35][CH3:36])([CH2:37][CH2:38][CH2:39][CH3:40])[CH2:28][CH2:29][CH2:30][CH3:31])=[CH:24][N:25]=3)[CH2:20][CH2:19][CH2:18]2)=[CH:26][CH:27]=1. (8) The product is: [CH:1]1([CH:6]([C:14]2[CH:15]=[CH:16][C:17]([CH2:20][N:21]3[CH2:29][C:28]4[C:23](=[C:24]([F:32])[CH:25]=[CH:26][C:27]=4[F:31])[C:22]3=[O:33])=[CH:18][CH:19]=2)[C:7]([OH:9])=[O:8])[CH2:2][CH2:3][CH2:4][CH2:5]1. Given the reactants [CH:1]1([CH:6]([C:14]2[CH:19]=[CH:18][C:17]([CH2:20][N:21]3[C:29](=O)[C:28]4[C:23](=[C:24]([F:32])[CH:25]=[CH:26][C:27]=4[F:31])[CH:22]3[OH:33])=[CH:16][CH:15]=2)[C:7]([O:9]C(C)(C)C)=[O:8])[CH2:5][CH2:4][CH2:3][CH2:2]1.FC(F)(F)C(O)=O.C([SiH](CC)CC)C, predict the reaction product. (9) The product is: [ClH:1].[C:8]([N:19]1[CH2:24][CH2:23][N:22]([CH2:25][CH2:26][C:27]([OH:29])=[O:28])[CH2:21][CH2:20]1)(=[O:18])/[CH:9]=[CH:10]/[CH2:11][CH2:12][CH2:13][CH2:14][CH2:15][CH2:16][CH3:17]. Given the reactants [ClH:1].O1CCOCC1.[C:8]([N:19]1[CH2:24][CH2:23][N:22]([CH2:25][CH2:26][C:27]([OH:29])=[O:28])[CH2:21][CH2:20]1)(=[O:18])/[CH:9]=[CH:10]/[CH2:11][CH2:12][CH2:13][CH2:14][CH2:15][CH2:16][CH3:17], predict the reaction product. (10) Given the reactants [CH:1]1[C:10]2[C:5](=[CH:6][CH:7]=[CH:8][CH:9]=2)[CH:4]=[CH:3][C:2]=1[NH:11][C:12](=[O:32])[O:13][CH2:14][C@H:15]1[CH2:19][C@@H:18]([NH:20][S:21]([C:24]2[CH:29]=[C:28]([Br:30])[CH:27]=[CH:26][C:25]=2[Br:31])(=[O:23])=[O:22])[CH2:17][NH:16]1.C[CH2:34][N:35](C(C)C)C(C)C.BrC#N.C(O)C(N)(CO)CO, predict the reaction product. The product is: [CH:1]1[C:10]2[C:5](=[CH:6][CH:7]=[CH:8][CH:9]=2)[CH:4]=[CH:3][C:2]=1[NH:11][C:12](=[O:32])[O:13][CH2:14][C@H:15]1[CH2:19][C@@H:18]([NH:20][S:21]([C:24]2[CH:29]=[C:28]([Br:30])[CH:27]=[CH:26][C:25]=2[Br:31])(=[O:22])=[O:23])[CH2:17][N:16]1[C:34]#[N:35].